From a dataset of Reaction yield outcomes from USPTO patents with 853,638 reactions. Predict the reaction yield, written as a fraction of the theoretical maximum amount of product (1.0 means a 100% yield; for example, 0.34 means a 34% yield). The product is [N:17]12[CH2:24][CH2:23][CH:20]([CH2:21][CH2:22]1)[C@@H:19]([O:25][C:2]1[CH:14]=[CH:13][C:12]3[C:11]4[C:6](=[CH:7][C:8]([O:41][C@@H:33]5[CH:34]6[CH2:35][CH2:36][N:37]([CH2:46][CH2:52]6)[CH2:38]5)=[CH:9][CH:10]=4)[C:5](=[O:16])[C:4]=3[CH:3]=1)[CH2:18]2. The yield is 0.410. The catalyst is [Cu]I. The reactants are I[C:2]1[CH:14]=[CH:13][C:12]2[C:11]3[C:6](=[CH:7][C:8](I)=[CH:9][CH:10]=3)[C:5](=[O:16])[C:4]=2[CH:3]=1.[N:17]12[CH2:24][CH2:23][CH:20]([CH2:21][CH2:22]1)[C@@H:19]([OH:25])[CH2:18]2.[N:37]1[C:38]2[C:33](=CC=[C:33]3[C:38]=2[N:37]=[CH:36][CH:35]=[CH:34]3)[CH:34]=[CH:35][CH:36]=1.C(=O)([O-])[O-:41].[Cs+].[Cs+].[C:46]1([CH3:52])C=CC=CC=1.